Dataset: Catalyst prediction with 721,799 reactions and 888 catalyst types from USPTO. Task: Predict which catalyst facilitates the given reaction. (1) Reactant: [F:1][C:2]1[CH:9]=[CH:8][C:5]([CH:6]=O)=[C:4]([C:10]([F:13])([F:12])[F:11])[CH:3]=1.C(O)(=O)[CH2:15][C:16]([OH:18])=[O:17].N1CCCCC1.C(=O)=O.Cl. Product: [F:1][C:2]1[CH:9]=[CH:8][C:5]([CH:6]=[CH:15][C:16]([OH:18])=[O:17])=[C:4]([C:10]([F:13])([F:12])[F:11])[CH:3]=1. The catalyst class is: 17. (2) The catalyst class is: 30. Reactant: [OH:1][C@H:2]([CH2:8][S:9]([C:12]1[CH:21]=[CH:20][C:19]2[C:14](=[CH:15][CH:16]=[CH:17][CH:18]=2)[CH:13]=1)(=[O:11])=[O:10])[CH2:3][C:4]([O:6]C)=[O:5].O.[OH-].[Li+]. Product: [OH:1][C@H:2]([CH2:8][S:9]([C:12]1[CH:21]=[CH:20][C:19]2[C:14](=[CH:15][CH:16]=[CH:17][CH:18]=2)[CH:13]=1)(=[O:11])=[O:10])[CH2:3][C:4]([OH:6])=[O:5]. (3) Reactant: [F:1][C:2]1[CH:7]=[CH:6][C:5]([S:8]([NH:11][C:12]2[C:21]([C:22]([O:24][CH3:25])=[O:23])=[C:20]3[C:15]([C@H:16]4[CH2:26][C@H:17]4[CH2:18][O:19]3)=[CH:14][CH:13]=2)(=[O:10])=[O:9])=[C:4]([CH2:27][C@@H:28]2[CH2:32][CH2:31][NH:30][CH2:29]2)[CH:3]=1.[CH3:33][C:34]1([CH3:37])[CH2:36][O:35]1. Product: [F:1][C:2]1[CH:7]=[CH:6][C:5]([S:8]([NH:11][C:12]2[C:21]([C:22]([O:24][CH3:25])=[O:23])=[C:20]3[C:15]([C@H:16]4[CH2:26][C@H:17]4[CH2:18][O:19]3)=[CH:14][CH:13]=2)(=[O:10])=[O:9])=[C:4]([CH2:27][C@@H:28]2[CH2:32][CH2:31][N:30]([CH2:33][C:34]([OH:35])([CH3:37])[CH3:36])[CH2:29]2)[CH:3]=1. The catalyst class is: 5. (4) Reactant: [N:1]([C@@H:4]([C@@H:10]([OH:14])[CH2:11][CH2:12][CH3:13])[C:5]([O:7][CH2:8][CH3:9])=[O:6])=[N+]=[N-].[CH3:15][C:16]([O:19][C:20](O[C:20]([O:19][C:16]([CH3:18])([CH3:17])[CH3:15])=[O:21])=[O:21])([CH3:18])[CH3:17]. Product: [C:16]([O:19][C:20]([NH:1][C@@H:4]([C@@H:10]([OH:14])[CH2:11][CH2:12][CH3:13])[C:5]([O:7][CH2:8][CH3:9])=[O:6])=[O:21])([CH3:18])([CH3:17])[CH3:15]. The catalyst class is: 50.